This data is from hERG Central: cardiac toxicity at 1µM, 10µM, and general inhibition. The task is: Predict hERG channel inhibition at various concentrations. Results: hERG_inhib (hERG inhibition (general)): blocker. The molecule is CCOC(=O)N1CCC(N2CCCC(C(=O)c3cccc(OC)c3)C2)CC1.